Dataset: Peptide-MHC class II binding affinity with 134,281 pairs from IEDB. Task: Regression. Given a peptide amino acid sequence and an MHC pseudo amino acid sequence, predict their binding affinity value. This is MHC class II binding data. (1) The MHC is DRB5_0101 with pseudo-sequence DRB5_0101. The binding affinity (normalized) is 0.413. The peptide sequence is KEDFLRCLVKEIPPR. (2) The peptide sequence is KKGQVFEEYLVQLIG. The MHC is DRB1_0101 with pseudo-sequence DRB1_0101. The binding affinity (normalized) is 0.554. (3) The peptide sequence is YDKFLANVSTVLTPK. The MHC is DRB1_1602 with pseudo-sequence DRB1_1602. The binding affinity (normalized) is 0.818. (4) The peptide sequence is AFKVAATAANAAPANY. The MHC is DRB4_0101 with pseudo-sequence DRB4_0103. The binding affinity (normalized) is 0.499. (5) The binding affinity (normalized) is 0.337. The MHC is HLA-DQA10401-DQB10402 with pseudo-sequence HLA-DQA10401-DQB10402. The peptide sequence is EVVAATPTSLLISWG. (6) The peptide sequence is SVYLSDNGVMSEQGS. The MHC is DRB5_0101 with pseudo-sequence DRB5_0101. The binding affinity (normalized) is 0.138.